Task: Regression. Given a peptide amino acid sequence and an MHC pseudo amino acid sequence, predict their binding affinity value. This is MHC class II binding data.. Dataset: Peptide-MHC class II binding affinity with 134,281 pairs from IEDB The peptide sequence is FQSHQLWATLLSLTF. The MHC is DRB1_0401 with pseudo-sequence DRB1_0401. The binding affinity (normalized) is 0.557.